This data is from Full USPTO retrosynthesis dataset with 1.9M reactions from patents (1976-2016). The task is: Predict the reactants needed to synthesize the given product. (1) Given the product [C:32]([C:29]1[CH:28]=[CH:27][C:26]([CH:9]([C:6]2[CH:5]=[CH:4][C:3]([S:2]([CH3:1])=[O:37])=[CH:8][CH:7]=2)[N:10]2[CH2:14][CH2:13][C@@H:12]([NH:15][C:16](=[O:25])[C:17]3[CH:22]=[CH:21][C:20]([C:23]#[N:24])=[CH:19][CH:18]=3)[CH2:11]2)=[CH:31][CH:30]=1)#[N:33], predict the reactants needed to synthesize it. The reactants are: [CH3:1][S:2][C:3]1[CH:8]=[CH:7][C:6]([CH:9]([C:26]2[CH:31]=[CH:30][C:29]([C:32]#[N:33])=[CH:28][CH:27]=2)[N:10]2[CH2:14][CH2:13][C@@H:12]([NH:15][C:16](=[O:25])[C:17]3[CH:22]=[CH:21][C:20]([C:23]#[N:24])=[CH:19][CH:18]=3)[CH2:11]2)=[CH:5][CH:4]=1.FC(F)(F)C(O)=[O:37].ClC1C=CC=C(C(OO)=O)C=1.C(=O)([O-])O.[Na+]. (2) Given the product [CH2:1]([NH:3][C:4](=[O:25])[O:5][C:6]1[C:7]([CH3:24])=[C:8]2[N:13]([CH:14]=1)[N:12]=[CH:11][N:10]=[C:9]2[O:15][C:16]1[CH:21]=[CH:20][C:19]([NH:22][C:37]([NH:36][C:34](=[O:35])[CH2:33][C:30]2[CH:31]=[CH:32][C:27]([F:26])=[CH:28][CH:29]=2)=[O:38])=[CH:18][C:17]=1[F:23])[CH3:2], predict the reactants needed to synthesize it. The reactants are: [CH2:1]([NH:3][C:4](=[O:25])[O:5][C:6]1[C:7]([CH3:24])=[C:8]2[N:13]([CH:14]=1)[N:12]=[CH:11][N:10]=[C:9]2[O:15][C:16]1[CH:21]=[CH:20][C:19]([NH2:22])=[CH:18][C:17]=1[F:23])[CH3:2].[F:26][C:27]1[CH:32]=[CH:31][C:30]([CH2:33][C:34]([N:36]=[C:37]=[O:38])=[O:35])=[CH:29][CH:28]=1. (3) Given the product [CH3:13][O:12][C:9]1[CH:8]=[C:7]2[C:6]([C:4](=[O:5])[CH2:3][CH:2]([CH:15]3[CH2:18][N:17]([C:19]([O:21][C:22]([CH3:25])([CH3:24])[CH3:23])=[O:20])[CH2:16]3)[O:14]2)=[CH:11][CH:10]=1, predict the reactants needed to synthesize it. The reactants are: O[CH:2]([CH:15]1[CH2:18][N:17]([C:19]([O:21][C:22]([CH3:25])([CH3:24])[CH3:23])=[O:20])[CH2:16]1)[CH2:3][C:4]([C:6]1[CH:11]=[CH:10][C:9]([O:12][CH3:13])=[CH:8][C:7]=1[OH:14])=[O:5].FC1C=CC(C(=O)CC2(O)CN(C(OCC3C=CC=CC=3)=O)C2)=C(O)C=1. (4) The reactants are: Cl[C:2]1[CH:3]=[C:4]([NH:13][C:14]2[CH:19]=[CH:18][C:17]([N:20]3[CH2:25][CH2:24][N:23]([C:26]([O:28][C:29]([CH3:32])([CH3:31])[CH3:30])=[O:27])[CH2:22][CH2:21]3)=[CH:16][C:15]=2[O:33][CH3:34])[C:5]2[C:10](=[O:11])[NH:9][N:8]=[CH:7][C:6]=2[N:12]=1.[Cl:35][C:36]1[CH:42]=[CH:41][CH:40]=[C:39]([Cl:43])[C:37]=1[NH2:38].C1(P(C2CCCCC2)C2C=CC=CC=2C2C(C(C)C)=CC(C(C)C)=CC=2C(C)C)CCCCC1.CC(C)([O-])C.[K+]. Given the product [Cl:35][C:36]1[CH:42]=[CH:41][CH:40]=[C:39]([Cl:43])[C:37]=1[NH:38][C:2]1[CH:3]=[C:4]([NH:13][C:14]2[CH:19]=[CH:18][C:17]([N:20]3[CH2:21][CH2:22][N:23]([C:26]([O:28][C:29]([CH3:30])([CH3:32])[CH3:31])=[O:27])[CH2:24][CH2:25]3)=[CH:16][C:15]=2[O:33][CH3:34])[C:5]2[C:10](=[O:11])[NH:9][N:8]=[CH:7][C:6]=2[N:12]=1, predict the reactants needed to synthesize it. (5) Given the product [C:4]1([C:9]2[N:10]=[C:11]([C:21]3[CH:22]=[CH:23][CH:24]=[CH:25][CH:26]=3)[N:12]=[CH:13][N:14]=2)[CH:5]=[CH:6][CH:7]=[CH:2][CH:3]=1, predict the reactants needed to synthesize it. The reactants are: Br[C:2]1[CH:3]=[C:4]([C:9]2[N:14]=[C:13](C3C=CC=CC=3)[N:12]=[C:11]([C:21]3[CH:26]=[CH:25][CH:24]=[CH:23][CH:22]=3)[N:10]=2)[CH:5]=[C:6](Cl)[CH:7]=1.C1(C2C=CC=CC=2)C=CC(B(O)O)=CC=1.[OH-].[Na+]. (6) Given the product [CH2:1]([C:4]1([C:32]([O:34][CH2:46][CH3:50])=[O:33])[CH2:9][CH2:8][N:7]([C:10]2[N:15]=[CH:14][C:13]([C:16]3[CH:17]=[C:18]([C:57]4[CH:62]=[N:61][CH:60]=[CH:59][N:58]=4)[C:19]4[S:23][C:22]([NH:24][C:25](=[O:26])[NH:27][CH2:28][CH3:29])=[N:21][C:20]=4[CH:30]=3)=[CH:12][N:11]=2)[CH2:6][CH2:5]1)[CH:2]=[CH2:3], predict the reactants needed to synthesize it. The reactants are: [CH2:1]([C:4]1([C:32]([O-:34])=[O:33])[CH2:9][CH2:8][N:7]([C:10]2[N:15]=[CH:14][C:13]([C:16]3[CH:17]=[C:18](Br)[C:19]4[S:23][C:22]([NH:24][C:25]([NH:27][CH2:28][CH3:29])=[O:26])=[N:21][C:20]=4[CH:30]=3)=[CH:12][N:11]=2)[CH2:6][CH2:5]1)[CH:2]=[CH2:3].B1(B2OC[C:46]([CH3:50])(C)CO2)OCC(C)(C)CO1.C([O-])(=O)C.[K+].Cl[C:57]1[CH:62]=[N:61][CH:60]=[CH:59][N:58]=1.C([O-])([O-])=O.[Cs+].[Cs+].